This data is from Forward reaction prediction with 1.9M reactions from USPTO patents (1976-2016). The task is: Predict the product of the given reaction. (1) Given the reactants [NH2:1][C@@H:2]([CH2:7][CH2:8][CH2:9][CH2:10][CH2:11][CH2:12][CH3:13])[CH2:3][C:4]([OH:6])=[O:5].[C:14](OCC)(=O)[CH:15]=CCCCCCCC, predict the reaction product. The product is: [NH2:1][CH:2]([CH2:7][CH2:8][CH2:9][CH2:10][CH2:11][CH2:12][CH3:13])[CH2:3][C:4]([O:6][CH2:14][CH3:15])=[O:5]. (2) Given the reactants [C:1]1([C@H:7]2[CH2:11][O:10][C:9](=[O:12])[NH:8]2)[CH:6]=[CH:5][CH:4]=[CH:3][CH:2]=1.[Li]CCCC.[C:18](Cl)(=[O:22])/[CH:19]=[CH:20]/[CH3:21], predict the reaction product. The product is: [C:18]([N:8]1[C@@H:7]([C:1]2[CH:2]=[CH:3][CH:4]=[CH:5][CH:6]=2)[CH2:11][O:10][C:9]1=[O:12])(=[O:22])/[CH:19]=[CH:20]/[CH3:21]. (3) Given the reactants [Br:1][C:2]1[CH:3]=[C:4]([OH:9])[CH:5]=[CH:6][C:7]=1[F:8].C([O-])([O-])=O.[K+].[K+].CC1C=CC(S(O[CH2:27][C@H:28]2[CH2:30][O:29]2)(=O)=O)=CC=1, predict the reaction product. The product is: [Br:1][C:2]1[CH:3]=[C:4]([CH:5]=[CH:6][C:7]=1[F:8])[O:9][CH2:27][C@H:28]1[CH2:30][O:29]1. (4) The product is: [NH2:11][C:9]1[N:8]=[CH:7][N:6]=[C:5]2[N:4]([CH:12]([C:14]3[CH:15]=[C:16]4[N:21]([C:22]=3[C:23]3[CH:28]=[CH:27][CH:26]=[CH:25][N:24]=3)[CH:20]=[CH:19][CH:18]=[CH:17]4)[CH3:13])[N:3]=[C:2]([C:38]3[S:37][C:36]([NH:39][C:40](=[O:46])[O:41][C:42]([CH3:44])([CH3:43])[CH3:45])=[N:35][CH:34]=3)[C:10]=12. Given the reactants I[C:2]1[C:10]2[C:5](=[N:6][CH:7]=[N:8][C:9]=2[NH2:11])[N:4]([CH:12]([C:14]2[CH:15]=[C:16]3[N:21]([C:22]=2[C:23]2[CH:28]=[CH:27][CH:26]=[CH:25][N:24]=2)[CH:20]=[CH:19][CH:18]=[CH:17]3)[CH3:13])[N:3]=1.C([Sn](CCCC)(CCCC)[C:34]1[N:35]=[C:36]([NH:39][C:40](=[O:46])[O:41][C:42]([CH3:45])([CH3:44])[CH3:43])[S:37][CH:38]=1)CCC.[Cl-].[Li+], predict the reaction product. (5) Given the reactants [CH2:1]([C:5]1[CH:10]=[CH:9][C:8]([C:11]2[O:15][N:14]=[C:13]([C:16]3[CH:21]=[CH:20][C:19]([C@H:22]([NH:24]C(=O)OC(C)(C)C)[CH3:23])=[CH:18][CH:17]=3)[N:12]=2)=[CH:7][CH:6]=1)[CH:2]([CH3:4])[CH3:3].FC(F)(F)C(O)=O, predict the reaction product. The product is: [CH2:1]([C:5]1[CH:6]=[CH:7][C:8]([C:11]2[O:15][N:14]=[C:13]([C:16]3[CH:17]=[CH:18][C:19]([C@H:22]([NH2:24])[CH3:23])=[CH:20][CH:21]=3)[N:12]=2)=[CH:9][CH:10]=1)[CH:2]([CH3:4])[CH3:3].